The task is: Predict the reactants needed to synthesize the given product.. This data is from Full USPTO retrosynthesis dataset with 1.9M reactions from patents (1976-2016). The reactants are: [NH2:1][C:2]1[CH:3]=[CH:4][C:5]([O:29][CH3:30])=[C:6]([CH:28]=1)[CH2:7][N:8]1[CH2:13][CH2:12][C:11](=[O:14])[CH:10]([CH:15]([C:22]2[CH:27]=[CH:26][CH:25]=[CH:24][CH:23]=2)[C:16]2[CH:21]=[CH:20][CH:19]=[CH:18][CH:17]=2)[CH2:9]1.[CH3:31][S:32](Cl)(=[O:34])=[O:33].O. Given the product [CH:15]([CH:10]1[C:11](=[O:14])[CH2:12][CH2:13][N:8]([CH2:7][C:6]2[CH:28]=[C:2]([NH:1][S:32]([CH3:31])(=[O:34])=[O:33])[CH:3]=[CH:4][C:5]=2[O:29][CH3:30])[CH2:9]1)([C:22]1[CH:27]=[CH:26][CH:25]=[CH:24][CH:23]=1)[C:16]1[CH:21]=[CH:20][CH:19]=[CH:18][CH:17]=1, predict the reactants needed to synthesize it.